Dataset: Forward reaction prediction with 1.9M reactions from USPTO patents (1976-2016). Task: Predict the product of the given reaction. (1) Given the reactants [CH2:1]([N:3]([CH2:37][CH3:38])[CH2:4][CH2:5][CH2:6][NH:7][C:8]1[N:9]=[C:10]([C:27]2[CH:28]=[C:29]([CH:33]=[CH:34][C:35]=2[CH3:36])[C:30]([OH:32])=O)[C:11]2[CH:17]=[CH:16][C:15](=[O:18])[N:14]([C:19]3[C:24]([F:25])=[CH:23][CH:22]=[CH:21][C:20]=3[F:26])[C:12]=2[N:13]=1)[CH3:2].CN(C(O[N:47]1N=N[C:49]2C=CC=[CH:53][C:48]1=2)=[N+](C)C)C.F[P-](F)(F)(F)(F)F.C(N)(C)C, predict the reaction product. The product is: [CH2:37]([N:3]([CH2:1][CH3:2])[CH2:4][CH2:5][CH2:6][NH:7][C:8]1[N:9]=[C:10]([C:27]2[CH:28]=[C:29]([CH:33]=[CH:34][C:35]=2[CH3:36])[C:30]([NH:47][CH:48]([CH3:53])[CH3:49])=[O:32])[C:11]2[CH:17]=[CH:16][C:15](=[O:18])[N:14]([C:19]3[C:24]([F:25])=[CH:23][CH:22]=[CH:21][C:20]=3[F:26])[C:12]=2[N:13]=1)[CH3:38]. (2) Given the reactants [CH3:1][C:2]1[C:7]([N+:8]([O-])=O)=[CH:6][CH:5]=[CH:4][C:3]=1[O:11][CH3:12], predict the reaction product. The product is: [CH3:1][C:2]1[C:3]([O:11][CH3:12])=[CH:4][CH:5]=[CH:6][C:7]=1[NH2:8]. (3) Given the reactants Cl[C:2]1[CH:3]=[C:4]([CH:25]=[CH:26][N:27]=1)[C:5]([NH:7][C:8]1[S:9][C:10]2[C:16]([N:17]3[CH2:22][CH2:21][O:20][CH2:19][CH2:18]3)=[CH:15][CH:14]=[C:13]([O:23][CH3:24])[C:11]=2[N:12]=1)=[O:6].[H-].[Na+].[OH:30][CH2:31][C:32]1[CH:37]=[CH:36][CH:35]=[CH:34][N:33]=1, predict the reaction product. The product is: [CH3:24][O:23][C:13]1[C:11]2[N:12]=[C:8]([NH:7][C:5](=[O:6])[C:4]3[CH:25]=[CH:26][N:27]=[C:2]([O:30][CH2:31][C:32]4[CH:37]=[CH:36][CH:35]=[CH:34][N:33]=4)[CH:3]=3)[S:9][C:10]=2[C:16]([N:17]2[CH2:22][CH2:21][O:20][CH2:19][CH2:18]2)=[CH:15][CH:14]=1.